Dataset: Full USPTO retrosynthesis dataset with 1.9M reactions from patents (1976-2016). Task: Predict the reactants needed to synthesize the given product. (1) Given the product [CH2:38]([O:37][C:36]1[CH:35]=[C:6]([C:9](=[O:29])[CH3:10])[CH:5]=[CH:4][C:11]=1[C:12]([F:15])([F:14])[F:13])[CH3:34], predict the reactants needed to synthesize it. The reactants are: C(O[C:4]1[CH:5]=[C:6]([CH:9]=[CH:10][C:11]=1[C:12]([F:15])([F:14])[F:13])C#N)C.C([Si](C)(C)Cl)(C)(C)C.C[Mg]Br.C([O:29]CC)C.[NH4+].[Cl-].[CH2:34]1[CH2:38][O:37][CH2:36][CH2:35]1. (2) Given the product [Br:1][C:2]1[CH:3]=[C:4]([C:9]23[CH2:16][CH:15]([OH:17])[CH2:14][CH:13]2[CH2:12][O:11][N:10]3[CH2:25][C:26]2[CH:31]=[CH:30][C:29]([O:32][CH3:33])=[CH:28][C:27]=2[O:34][CH3:35])[CH:5]=[CH:6][C:7]=1[F:8], predict the reactants needed to synthesize it. The reactants are: [Br:1][C:2]1[CH:3]=[C:4]([C:9]23[CH2:16][CH:15]([O:17][Si](C(C)(C)C)(C)C)[CH2:14][CH:13]2[CH2:12][O:11][N:10]3[CH2:25][C:26]2[CH:31]=[CH:30][C:29]([O:32][CH3:33])=[CH:28][C:27]=2[O:34][CH3:35])[CH:5]=[CH:6][C:7]=1[F:8].[F-].C([N+](CCCC)(CCCC)CCCC)CCC. (3) Given the product [F:1][C:2]1[CH:3]=[N:4][C:5]([C:8]2[C:13](=[O:14])[NH:12][C:11]([N:16]3[CH2:17][CH2:18][O:19][CH2:20][CH2:21]3)=[N:10][C:9]=2[NH:22][C@@H:23]2[CH2:28][CH2:27][CH2:26][NH:25][CH2:24]2)=[N:6][CH:7]=1, predict the reactants needed to synthesize it. The reactants are: [F:1][C:2]1[CH:3]=[N:4][C:5]([C:8]2[C:9]([NH:22][C@@H:23]3[CH2:28][CH2:27][CH2:26][N:25](C(OC(C)(C)C)=O)[CH2:24]3)=[N:10][C:11]([N:16]3[CH2:21][CH2:20][O:19][CH2:18][CH2:17]3)=[N:12][C:13]=2[O:14]C)=[N:6][CH:7]=1.[Na+].[I-].[Si](Cl)(C)(C)C.